This data is from Tyrosyl-DNA phosphodiesterase HTS with 341,365 compounds. The task is: Binary Classification. Given a drug SMILES string, predict its activity (active/inactive) in a high-throughput screening assay against a specified biological target. (1) The molecule is Clc1c(OCC(=O)Nc2sc3c(n2)ccc(S(=O)(=O)N)c3)ccc(Cl)c1. The result is 0 (inactive). (2) The compound is Fc1cc(c2nn(cc2CN2CCC(OC)CC2)c2ccc(OC)cc2)ccc1. The result is 0 (inactive). (3) The result is 0 (inactive). The drug is S1\C(=C/c2cc(OC)c(OC(=O)c3occc3)cc2)C(=O)N(NC(=O)C)C1=S. (4) The compound is S(=O)(=O)(NCCC(=O)Nc1c(OC)cc(OC)cc1)c1c2nsnc2ccc1. The result is 0 (inactive).